From a dataset of Full USPTO retrosynthesis dataset with 1.9M reactions from patents (1976-2016). Predict the reactants needed to synthesize the given product. (1) Given the product [Cl:1][CH2:3][C:4]1[C:9]([CH2:10][Cl:14])=[CH:8][CH:7]=[CH:6][N:5]=1, predict the reactants needed to synthesize it. The reactants are: [ClH:1].O[CH2:3][C:4]1[C:9]([CH2:10]O)=[CH:8][CH:7]=[CH:6][N:5]=1.S(Cl)([Cl:14])=O. (2) Given the product [C:50]([O:49][C:47](=[O:48])[N:34]([C@@H:35]([CH2:36][C:37]1[CH:42]=[CH:41][CH:40]=[CH:39][CH:38]=1)[C:43]([N:25]1[CH2:26][CH2:27][CH2:28][CH2:29][C@@H:24]1[C:22](=[O:23])[NH:21][C:18]1[CH:17]=[CH:16][C:15]([C:14]#[C:13][C:12]2[C:8]([C:6]3[CH:7]=[C:2]([Cl:1])[CH:3]=[CH:4][C:5]=3[OH:33])=[N:9][N:10]([CH2:30][CH2:31][OH:32])[CH:11]=2)=[CH:20][CH:19]=1)=[O:44])[CH3:46])([CH3:53])([CH3:51])[CH3:52], predict the reactants needed to synthesize it. The reactants are: [Cl:1][C:2]1[CH:3]=[CH:4][C:5]([OH:33])=[C:6]([C:8]2[C:12]([C:13]#[C:14][C:15]3[CH:20]=[CH:19][C:18]([NH:21][C:22]([C@H:24]4[CH2:29][CH2:28][CH2:27][CH2:26][NH:25]4)=[O:23])=[CH:17][CH:16]=3)=[CH:11][N:10]([CH2:30][CH2:31][OH:32])[N:9]=2)[CH:7]=1.[N:34]([C:47]([O:49][C:50]([CH3:53])([CH3:52])[CH3:51])=[O:48])([CH3:46])[C@H:35]([C:43](O)=[O:44])[CH2:36][C:37]1[CH:42]=[CH:41][CH:40]=[CH:39][CH:38]=1.C1COCC1.C(N=C=NC(C)C)(C)C. (3) Given the product [C:1]([O:5][C:6]([N:8]1[CH2:12][C@@H:11]([CH2:13][N:14]([CH:31]([CH3:33])[CH3:32])[C:15](=[O:30])[C:16]2[CH:21]=[CH:20][C:19]([O:22][CH3:23])=[C:18]([O:24][CH2:25][CH2:26][CH2:27][O:28][CH3:29])[CH:17]=2)[C@H:10]([C:34](=[O:35])[NH:66][CH2:59][C:60]2[CH:65]=[CH:64][CH:63]=[CH:62][CH:61]=2)[CH2:9]1)=[O:7])([CH3:3])([CH3:2])[CH3:4], predict the reactants needed to synthesize it. The reactants are: [C:1]([O:5][C:6]([N:8]1[CH2:12][C@@H:11]([CH2:13][N:14]([CH:31]([CH3:33])[CH3:32])[C:15](=[O:30])[C:16]2[CH:21]=[CH:20][C:19]([O:22][CH3:23])=[C:18]([O:24][CH2:25][CH2:26][CH2:27][O:28][CH3:29])[CH:17]=2)[C@H:10]([C:34](O)=[O:35])[CH2:9]1)=[O:7])([CH3:4])([CH3:3])[CH3:2].O=C1N(P(Cl)(N2CCOC2=O)=O)CCO1.C(N(CC)CC)C.[CH2:59]([NH2:66])[C:60]1[CH:65]=[CH:64][CH:63]=[CH:62][CH:61]=1. (4) Given the product [CH3:19][C:18]1([CH3:20])[C:14]([CH3:13])([CH3:32])[O:15][B:16]([C:21]2[CH:30]=[C:29]3[C:24]([CH2:25][CH2:26][NH:27][C:28]3=[O:31])=[CH:23][CH:22]=2)[O:17]1, predict the reactants needed to synthesize it. The reactants are: BrC1C=C2C(CCNC2=O)=CC=1.[CH3:13][C:14]1([CH3:32])[C:18]([CH3:20])([CH3:19])[O:17][B:16]([C:21]2[CH:30]=[C:29]3[C:24]([CH2:25][CH2:26][NH:27][C:28]3=[O:31])=[CH:23][CH:22]=2)[O:15]1.B(O)O.